From a dataset of Reaction yield outcomes from USPTO patents with 853,638 reactions. Predict the reaction yield, written as a fraction of the theoretical maximum amount of product (1.0 means a 100% yield; for example, 0.34 means a 34% yield). (1) The catalyst is C(O)C. The product is [Cl:26][C:21]1[CH:20]=[C:19]([CH:24]=[CH:23][C:22]=1[Cl:25])[CH2:18][N:16]([CH3:17])[C:15]([C:14]1[CH2:1][N:2]([CH3:8])[C:12](=[O:29])[C:13]=1[OH:28])=[O:27]. The reactants are [CH3:1][NH2:2].O1CCCC1.[CH2:8]=O.CO[C:12](=[O:29])[C:13]([OH:28])=[CH:14][C:15](=[O:27])[N:16]([CH2:18][C:19]1[CH:24]=[CH:23][C:22]([Cl:25])=[C:21]([Cl:26])[CH:20]=1)[CH3:17]. The yield is 0.540. (2) The reactants are CO[CH:3](OC)[CH2:4][CH:5](OC)OC.[C:12]([C:15]1[CH:20]=[CH:19][N:18]=[CH:17][CH:16]=1)(=O)[CH3:13].C(O)(=O)C.C([O-])(=O)C.[NH4+:29].[OH-].[Na+]. The catalyst is CC(O)C.CNC(NC1C=CC=CC=1)=O. The product is [N:29]1[CH:5]=[CH:4][CH:3]=[CH:13][C:12]=1[C:15]1[CH:20]=[CH:19][N:18]=[CH:17][CH:16]=1. The yield is 0.632. (3) The reactants are C([O:3][C:4]([C:6]1([NH:17][C:18]([C:20]2[C:29]3[CH2:28][CH2:27][CH2:26][CH2:25][C:24]=3[CH:23]=[CH:22][CH:21]=2)=[O:19])[CH2:14][C:13]2[C:8](=[CH:9][C:10]([CH3:16])=[C:11]([CH3:15])[CH:12]=2)[CH2:7]1)=[O:5])C.[OH-].[K+].O. The catalyst is CCO. The product is [CH3:15][C:11]1[CH:12]=[C:13]2[C:8](=[CH:9][C:10]=1[CH3:16])[CH2:7][C:6]([NH:17][C:18]([C:20]1[C:29]3[CH2:28][CH2:27][CH2:26][CH2:25][C:24]=3[CH:23]=[CH:22][CH:21]=1)=[O:19])([C:4]([OH:5])=[O:3])[CH2:14]2. The yield is 0.970.